This data is from Cav3 T-type calcium channel HTS with 100,875 compounds. The task is: Binary Classification. Given a drug SMILES string, predict its activity (active/inactive) in a high-throughput screening assay against a specified biological target. (1) The drug is n1(nc(nn1)c1ccccc1)C12CC3CC(C1)CC(C2)C3. The result is 0 (inactive). (2) The compound is O=c1[nH]c2c(cc1CCNC(=O)c1cc3OCOc3cc1)c(ccc2C)C. The result is 0 (inactive). (3) The drug is O=C1c2n(nnc2C(=O)c2c1cccc2)Cc1c(cccc1)C. The result is 0 (inactive).